From a dataset of Peptide-MHC class I binding affinity with 185,985 pairs from IEDB/IMGT. Regression. Given a peptide amino acid sequence and an MHC pseudo amino acid sequence, predict their binding affinity value. This is MHC class I binding data. (1) The peptide sequence is HAEQGLIQY. The MHC is HLA-A25:01 with pseudo-sequence HLA-A25:01. The binding affinity (normalized) is 0.0847. (2) The peptide sequence is SKPASLVSSL. The MHC is HLA-B08:01 with pseudo-sequence HLA-B08:01. The binding affinity (normalized) is 0.304. (3) The peptide sequence is PDIGELFGL. The MHC is HLA-B18:01 with pseudo-sequence HLA-B18:01. The binding affinity (normalized) is 0. (4) The peptide sequence is KSFNHVLKRK. The MHC is HLA-A33:01 with pseudo-sequence HLA-A33:01. The binding affinity (normalized) is 0.